Dataset: Full USPTO retrosynthesis dataset with 1.9M reactions from patents (1976-2016). Task: Predict the reactants needed to synthesize the given product. (1) Given the product [Cl:1][C:2]1[C:3]([C:27]([F:30])([F:29])[F:28])=[N:4][N:5]([CH2:8][C:9]([N:11]2[CH2:16][CH2:15][C:14]([C:20]3[CH:25]=[CH:24][C:23]([Cl:26])=[CH:22][CH:21]=3)([C:17]([N:31]3[CH2:35][CH2:34][CH2:33][CH2:32]3)=[O:18])[CH2:13][CH2:12]2)=[O:10])[C:6]=1[CH3:7], predict the reactants needed to synthesize it. The reactants are: [Cl:1][C:2]1[C:3]([C:27]([F:30])([F:29])[F:28])=[N:4][N:5]([CH2:8][C:9]([N:11]2[CH2:16][CH2:15][C:14]([C:20]3[CH:25]=[CH:24][C:23]([Cl:26])=[CH:22][CH:21]=3)([C:17](O)=[O:18])[CH2:13][CH2:12]2)=[O:10])[C:6]=1[CH3:7].[NH:31]1[CH2:35][CH2:34][CH2:33][CH2:32]1.F[P-](F)(F)(F)(F)F.N1(O[P+](N(C)C)(N(C)C)N(C)C)C2C=CC=CC=2N=N1. (2) The reactants are: [CH:1]([C:3]1[O:7][C:6]([C:8]2[C:9]([NH:17][C:18]3[C:19]([CH3:27])=[C:20]4[C:24](=[CH:25][CH:26]=3)[NH:23][CH:22]=[CH:21]4)=[C:10]([C:15]#[N:16])[CH:11]=[N:12][C:13]=2[CH3:14])=[CH:5][CH:4]=1)=O.[CH3:28][N:29]1[CH2:34][CH2:33][NH:32][CH2:31][CH2:30]1.C(O[BH-](OC(=O)C)OC(=O)C)(=O)C.[Na+]. Given the product [CH3:14][C:13]1[N:12]=[CH:11][C:10]([C:15]#[N:16])=[C:9]([NH:17][C:18]2[C:19]([CH3:27])=[C:20]3[C:24](=[CH:25][CH:26]=2)[NH:23][CH:22]=[CH:21]3)[C:8]=1[C:6]1[O:7][C:3]([CH2:1][N:32]2[CH2:33][CH2:34][N:29]([CH3:28])[CH2:30][CH2:31]2)=[CH:4][CH:5]=1, predict the reactants needed to synthesize it. (3) Given the product [C:20]([C:6]1[CH:7]=[C:8]([CH:9]=[C:10]([C:11]([CH3:18])([CH3:17])[CH2:12][O:13][CH2:14][O:15][CH3:16])[C:5]=1[O:4][CH2:3][O:2][CH3:1])[CH:32]=[O:33])([CH3:23])([CH3:22])[CH3:21], predict the reactants needed to synthesize it. The reactants are: [CH3:1][O:2][CH2:3][O:4][C:5]1[C:10]([C:11]([CH3:18])([CH3:17])[CH2:12][O:13][CH2:14][O:15][CH3:16])=[CH:9][C:8](Br)=[CH:7][C:6]=1[C:20]([CH3:23])([CH3:22])[CH3:21].[Li]C(C)(C)C.CN([CH:32]=[O:33])C.[Cl-].[NH4+]. (4) Given the product [CH3:40][N:41]([CH2:31][C:23]1[CH:22]=[C:21]([C:18]2[CH:19]=[C:20]3[C:15](=[C:16]([C:33]([NH2:35])=[O:34])[CH:17]=2)[NH:14][CH:13]=[C:12]3[CH:9]2[CH2:10][CH2:11][N:6]([S:3]([CH2:1][CH3:2])(=[O:5])=[O:4])[CH2:7][CH2:8]2)[CH:26]=[C:25]([O:27][CH3:28])[C:24]=1[O:29][CH3:30])[CH3:42], predict the reactants needed to synthesize it. The reactants are: [CH2:1]([S:3]([N:6]1[CH2:11][CH2:10][CH:9]([C:12]2[C:20]3[C:15](=[C:16]([C:33]([NH2:35])=[O:34])[CH:17]=[C:18]([C:21]4[CH:26]=[C:25]([O:27][CH3:28])[C:24]([O:29][CH3:30])=[C:23]([CH:31]=O)[CH:22]=4)[CH:19]=3)[NH:14][CH:13]=2)[CH2:8][CH2:7]1)(=[O:5])=[O:4])[CH3:2].C([BH3-])#N.[Na+].[CH3:40][NH:41][CH3:42]. (5) The reactants are: [CH:1]([O:3][CH2:4][CH2:5][O:6][NH2:7])=[CH2:2].[CH:8]1([CH:11]=O)[CH2:10][CH2:9]1.C1(C)C=CC(S(O)(=O)=O)=CC=1.[NH+]1C=CC=CC=1.C([BH3-])#N.[Na+]. Given the product [CH:8]1([CH2:11][NH:7][O:6][CH2:5][CH2:4][O:3][CH:1]=[CH2:2])[CH2:10][CH2:9]1, predict the reactants needed to synthesize it.